From a dataset of Catalyst prediction with 721,799 reactions and 888 catalyst types from USPTO. Predict which catalyst facilitates the given reaction. (1) Reactant: C(O)(C(F)(F)F)=O.[CH3:8][N:9]1[C:13]2[C:14]([CH3:26])=[CH:15][C:16]([NH:18]C(=O)OC(C)(C)C)=[CH:17][C:12]=2[O:11][C:10]1=[O:27]. Product: [NH2:18][C:16]1[CH:15]=[C:14]([CH3:26])[C:13]2[N:9]([CH3:8])[C:10](=[O:27])[O:11][C:12]=2[CH:17]=1. The catalyst class is: 2. (2) Reactant: [CH3:1][O:2][C:3]1[CH:8]=[CH:7][C:6]([NH2:9])=[CH:5][CH:4]=1.C[O:11][CH:12]1[CH:16]=[CH:15][CH:14](OC)O1.Cl.C([O-])(O)=O.[Na+]. Product: [CH3:1][O:2][C:3]1[CH:8]=[CH:7][C:6]([N:9]2[CH2:14][CH:15]=[CH:16][C:12]2=[O:11])=[CH:5][CH:4]=1. The catalyst class is: 10. (3) Reactant: [Cl:1][C:2]1[C:3]([O:9][C:10]2[CH:15]=[C:14]([O:16][CH:17]([CH3:19])[CH3:18])[CH:13]=[CH:12][C:11]=2[CH2:20][CH2:21][CH2:22][OH:23])=[N:4][CH:5]=[C:6]([Cl:8])[CH:7]=1.[CH2:24]([N:26]1[CH:30]=[C:29]([CH2:31][C:32]([O:34]C)=[O:33])[C:28](O)=[N:27]1)[CH3:25].C(P(CCCC)CCCC)CCC.N(C(N1CCCCC1)=O)=NC(N1CCCCC1)=O.O1CCCC1CO.[OH-].[Na+].Cl. Product: [Cl:1][C:2]1[C:3]([O:9][C:10]2[CH:15]=[C:14]([O:16][CH:17]([CH3:18])[CH3:19])[CH:13]=[CH:12][C:11]=2[CH2:20][CH2:21][CH2:22][O:23][C:28]2[C:29]([CH2:31][C:32]([OH:34])=[O:33])=[CH:30][N:26]([CH2:24][CH3:25])[N:27]=2)=[N:4][CH:5]=[C:6]([Cl:8])[CH:7]=1. The catalyst class is: 7. (4) Reactant: C([O:4][CH2:5][C:6]1[C:10]2[N:11]=[CH:12][N:13]=[C:14]([Cl:15])[C:9]=2[S:8][CH:7]=1)(=O)C.[OH-].[Na+]. Product: [Cl:15][C:14]1[C:9]2[S:8][CH:7]=[C:6]([CH2:5][OH:4])[C:10]=2[N:11]=[CH:12][N:13]=1. The catalyst class is: 56. (5) Reactant: [Br:1][C:2]1[CH:3]=[C:4]([O:11][CH3:12])[C:5]([OH:10])=[C:6]([CH:9]=1)[CH:7]=[O:8].C(O)C.[BH4-].[Na+].Cl. Product: [Br:1][C:2]1[CH:3]=[C:4]([O:11][CH3:12])[C:5]([OH:10])=[C:6]([CH2:7][OH:8])[CH:9]=1. The catalyst class is: 1. (6) Reactant: Br[C:2]1[C:10]([CH2:11][CH3:12])=[CH:9][CH:8]=[C:7]2[C:3]=1[CH:4]=[CH:5][NH:6]2.[B:13]1([B:13]2[O:17][C:16]([CH3:19])([CH3:18])[C:15]([CH3:21])([CH3:20])[O:14]2)[O:17][C:16]([CH3:19])([CH3:18])[C:15]([CH3:21])([CH3:20])[O:14]1.CC([O-])=O.[K+]. Product: [CH2:11]([C:10]1[C:2]([B:13]2[O:17][C:16]([CH3:19])([CH3:18])[C:15]([CH3:21])([CH3:20])[O:14]2)=[C:3]2[C:7](=[CH:8][CH:9]=1)[NH:6][CH:5]=[CH:4]2)[CH3:12]. The catalyst class is: 75. (7) Reactant: Br.[Br:2][CH2:3][CH2:4][CH2:5][NH2:6].CN(C1C=CC=CN=1)C.[C:16]([C:18]1[CH:19]=[C:20]([S:24](Cl)(=[O:26])=[O:25])[CH:21]=[CH:22][CH:23]=1)#[N:17].C(N(CC)CC)C. Product: [Br:2][CH2:3][CH2:4][CH2:5][NH:6][S:24]([C:20]1[CH:21]=[CH:22][CH:23]=[C:18]([C:16]#[N:17])[CH:19]=1)(=[O:26])=[O:25]. The catalyst class is: 4.